Dataset: Catalyst prediction with 721,799 reactions and 888 catalyst types from USPTO. Task: Predict which catalyst facilitates the given reaction. (1) The catalyst class is: 14. Reactant: Br[CH2:2][C:3]([CH2:8]Br)([CH2:6]Br)[CH2:4][OH:5].[OH-].[K+].[C:12]1([CH3:22])[CH:17]=[CH:16][C:15]([S:18]([NH2:21])(=[O:20])=[O:19])=[CH:14][CH:13]=1. Product: [C:12]1([CH3:22])[CH:13]=[CH:14][C:15]([S:18]([N:21]2[CH2:8][C:3]3([CH2:6][O:5][CH2:4]3)[CH2:2]2)(=[O:19])=[O:20])=[CH:16][CH:17]=1. (2) Reactant: [F:1][C:2]1[CH:3]=[C:4]([C:21]2[CH:22]=[N:23][N:24]3[CH:29]=[CH:28][C:27]([N:30]4[C@H:34]5[C:35]6[CH:36]=[CH:37][CH:38]=[CH:39][C:40]=6[CH2:41][C@H:33]5[O:32][C:31]4=[O:42])=[N:26][C:25]=23)[CH:5]=[CH:6][C:7]=1[C:8]1[N:12]=[CH:11][N:10](COCC[Si](C)(C)C)[N:9]=1.C(O)(C(F)(F)F)=O. Product: [F:1][C:2]1[CH:3]=[C:4]([C:21]2[CH:22]=[N:23][N:24]3[CH:29]=[CH:28][C:27]([N:30]4[C@H:34]5[C:35]6[CH:36]=[CH:37][CH:38]=[CH:39][C:40]=6[CH2:41][C@H:33]5[O:32][C:31]4=[O:42])=[N:26][C:25]=23)[CH:5]=[CH:6][C:7]=1[C:8]1[N:12]=[CH:11][NH:10][N:9]=1. The catalyst class is: 2. (3) Reactant: [NH2:1][C:2]1[N:10]=[CH:9][N:8]=[C:7]2[C:3]=1[N:4]([C:24]1[CH:29]=[CH:28][C:27]([O:30][C:31]3[CH:36]=[CH:35][CH:34]=[CH:33][CH:32]=3)=[CH:26][CH:25]=1)[C:5](=[O:23])[N:6]2[CH:11]1[CH2:15][CH2:14][N:13](C(OC(C)(C)C)=O)[CH2:12]1.[ClH:37]. Product: [ClH:37].[NH2:1][C:2]1[N:10]=[CH:9][N:8]=[C:7]2[C:3]=1[N:4]([C:24]1[CH:25]=[CH:26][C:27]([O:30][C:31]3[CH:32]=[CH:33][CH:34]=[CH:35][CH:36]=3)=[CH:28][CH:29]=1)[C:5](=[O:23])[N:6]2[CH:11]1[CH2:15][CH2:14][NH:13][CH2:12]1. The catalyst class is: 12. (4) Reactant: [F:1][C:2]([F:22])([F:21])[C:3]1[CH:4]=[C:5]([C:9]2[CH:10]=[CH:11][C:12]3[N:18]4[CH2:19][C@H:15]([CH2:16][CH2:17]4)[NH:14][C:13]=3[N:20]=2)[CH:6]=[CH:7][CH:8]=1.[O:23]1[C:27]([C:28]2[CH:29]=[C:30]([NH:39][C:40](=O)[O:41]C3C=CC=CC=3)[CH:31]=[C:32]([C:34]3[O:38][CH:37]=[N:36][CH:35]=3)[CH:33]=2)=[CH:26][N:25]=[CH:24]1. Product: [O:23]1[C:27]([C:28]2[CH:29]=[C:30]([NH:39][C:40]([N:14]3[C@@H:15]4[CH2:19][N:18]([CH2:17][CH2:16]4)[C:12]4[CH:11]=[CH:10][C:9]([C:5]5[CH:6]=[CH:7][CH:8]=[C:3]([C:2]([F:21])([F:1])[F:22])[CH:4]=5)=[N:20][C:13]3=4)=[O:41])[CH:31]=[C:32]([C:34]3[O:38][CH:37]=[N:36][CH:35]=3)[CH:33]=2)=[CH:26][N:25]=[CH:24]1. The catalyst class is: 840. (5) Reactant: Br[C:2]1[CH:3]=[C:4]([CH:7]([OH:12])[C:8]([F:11])([F:10])[F:9])[S:5][CH:6]=1.CC1(C)COB([C:20]2[CH:21]=[C:22]3[C:27](=[CH:28][CH:29]=2)[N:26]=[CH:25][CH:24]=[N:23]3)OC1.C([O-])([O-])=O.[Na+].[Na+]. Product: [F:9][C:8]([F:11])([F:10])[CH:7]([C:4]1[S:5][CH:6]=[C:2]([C:20]2[CH:21]=[C:22]3[C:27](=[CH:28][CH:29]=2)[N:26]=[CH:25][CH:24]=[N:23]3)[CH:3]=1)[OH:12]. The catalyst class is: 128. (6) Reactant: [Cl:1][C:2]1[CH:3]=[CH:4][C:5]([OH:12])=[C:6]([S:8]([OH:11])(=[O:10])=[O:9])[CH:7]=1.[Na].[OH-].[Na+].[CH2:16]1[O:24][CH:17]1[C:18]1[CH:23]=[CH:22][CH:21]=[CH:20][CH:19]=1. Product: [Cl:1][C:2]1[CH:3]=[CH:4][C:5]([O:12][CH:17]([C:18]2[CH:23]=[CH:22][CH:21]=[CH:20][CH:19]=2)[CH2:16][OH:24])=[C:6]([S:8]([OH:11])(=[O:10])=[O:9])[CH:7]=1. The catalyst class is: 6.